The task is: Predict the product of the given reaction.. This data is from Forward reaction prediction with 1.9M reactions from USPTO patents (1976-2016). (1) Given the reactants [CH3:1][N:2]1[CH:6]=[C:5]([C:7]2[CH:12]=[CH:11][N:10]=[CH:9][CH:8]=2)[C:4]([C:13]2[CH:18]=[CH:17][C:16]([OH:19])=[CH:15][CH:14]=2)=[N:3]1.C(=O)([O-])[O-].[Cs+].[Cs+].Br[CH2:27][C:28]1[S:29][C:30]2[CH:36]=[CH:35][CH:34]=[CH:33][C:31]=2[N:32]=1.O, predict the reaction product. The product is: [CH3:1][N:2]1[CH:6]=[C:5]([C:7]2[CH:8]=[CH:9][N:10]=[CH:11][CH:12]=2)[C:4]([C:13]2[CH:18]=[CH:17][C:16]([O:19][CH2:27][C:28]3[S:29][C:30]4[CH:36]=[CH:35][CH:34]=[CH:33][C:31]=4[N:32]=3)=[CH:15][CH:14]=2)=[N:3]1. (2) Given the reactants [NH2:1][C:2]1[CH:3]=[N:4][CH:5]=[CH:6][C:7]=1[C@@H:8]1[O:13][C@H:12]([CH2:14]O)[C@@H:11]([O:16][Si:17]([CH:24]([CH3:26])[CH3:25])([CH:21]([CH3:23])[CH3:22])[CH:18]([CH3:20])[CH3:19])[C@H:10]([O:27][Si:28]([CH:35]([CH3:37])[CH3:36])([CH:32]([CH3:34])[CH3:33])[CH:29]([CH3:31])[CH3:30])[CH2:9]1.N1C=CN=C1.C1(P(C2C=CC=CC=2)C2C=CC=CC=2)C=CC=CC=1.[I:62]I, predict the reaction product. The product is: [I:62][CH2:14][C@H:12]1[O:13][C@@H:8]([C:7]2[CH:6]=[CH:5][N:4]=[CH:3][C:2]=2[NH2:1])[CH2:9][C@@H:10]([O:27][Si:28]([CH:35]([CH3:37])[CH3:36])([CH:32]([CH3:34])[CH3:33])[CH:29]([CH3:31])[CH3:30])[C@@H:11]1[O:16][Si:17]([CH:24]([CH3:26])[CH3:25])([CH:21]([CH3:23])[CH3:22])[CH:18]([CH3:20])[CH3:19]. (3) The product is: [CH2:1]([O:3][C:4]([C:6]1[C:12]2[NH:13][C:14]3[CH:15]=[CH:16][C:17]([Br:20])=[CH:18][C:19]=3[C:11]=2[CH2:10][CH2:9][N:8]([C:26](=[O:27])[C:25]2[CH:29]=[CH:30][C:22]([F:21])=[CH:23][CH:24]=2)[CH:7]=1)=[O:5])[CH3:2]. Given the reactants [CH2:1]([O:3][C:4]([C:6]1[C:12]2[NH:13][C:14]3[CH:15]=[CH:16][C:17]([Br:20])=[CH:18][C:19]=3[C:11]=2[CH2:10][CH2:9][NH:8][CH:7]=1)=[O:5])[CH3:2].[F:21][C:22]1[CH:30]=[CH:29][C:25]([C:26](Cl)=[O:27])=[CH:24][CH:23]=1, predict the reaction product. (4) Given the reactants [F:1][C:2]([F:24])([F:23])[C:3]1[CH:8]=[CH:7][CH:6]=[CH:5][C:4]=1[S:9]([N:12]1[CH2:22][CH2:21][C:15]2([C:19](=[O:20])[NH:18][CH2:17][CH2:16]2)[CH2:14][CH2:13]1)(=[O:11])=[O:10].[F:25][C:26]([F:37])([F:36])[CH:27]([C:29]1[CH:34]=[CH:33][C:32](I)=[CH:31][CH:30]=1)[OH:28], predict the reaction product. The product is: [F:25][C:26]([F:36])([F:37])[CH:27]([C:29]1[CH:34]=[CH:33][C:32]([N:18]2[CH2:17][CH2:16][C:15]3([CH2:21][CH2:22][N:12]([S:9]([C:4]4[CH:5]=[CH:6][CH:7]=[CH:8][C:3]=4[C:2]([F:1])([F:23])[F:24])(=[O:11])=[O:10])[CH2:13][CH2:14]3)[C:19]2=[O:20])=[CH:31][CH:30]=1)[OH:28].